This data is from Catalyst prediction with 721,799 reactions and 888 catalyst types from USPTO. The task is: Predict which catalyst facilitates the given reaction. (1) Reactant: [OH-].[K+].[N:3]1[CH:8]=[CH:7][CH:6]=[CH:5][C:4]=1[CH2:9][OH:10].[S:11](Cl)([C:14]1[CH:20]=[CH:19][C:17]([CH3:18])=[CH:16][CH:15]=1)(=[O:13])=[O:12]. Product: [N:3]1[CH:8]=[CH:7][CH:6]=[CH:5][C:4]=1[CH2:9][O:10][S:11]([C:14]1[CH:20]=[CH:19][C:17]([CH3:18])=[CH:16][CH:15]=1)(=[O:13])=[O:12]. The catalyst class is: 1. (2) Reactant: C(Cl)CCl.CC1=CCCC(C)=CC[C@:13]2(C)[C:25](=[O:26])[C:24](O)=[C:23]([C@@H:28]([CH2:30][OH:31])C)[C@H:14]2[CH2:15][CH:16]=C(C)[C@@H](O)CC1.C(C(CCCCN)C(O)=O)(OC(C)(C)C)=O.CCN(C(C)C)C(C)C. Product: [O:26]1[C:25]2[C:24](=[CH:16][CH:15]=[CH:14][CH:13]=2)[CH:23]=[CH:28][C:30]1=[O:31]. The catalyst class is: 241. (3) Reactant: [C:1]([C:5]1[CH:10]=[C:9]([CH3:11])[CH:8]=[CH:7][C:6]=1[N:12]1[CH2:17][CH2:16][N:15]([C:18](=[O:25])[CH2:19][C:20]([O:22]CC)=[O:21])[CH2:14][CH2:13]1)([CH3:4])([CH3:3])[CH3:2].[OH-].[Li+].Cl. Product: [C:1]([C:5]1[CH:10]=[C:9]([CH3:11])[CH:8]=[CH:7][C:6]=1[N:12]1[CH2:13][CH2:14][N:15]([C:18](=[O:25])[CH2:19][C:20]([OH:22])=[O:21])[CH2:16][CH2:17]1)([CH3:4])([CH3:2])[CH3:3]. The catalyst class is: 1. (4) The catalyst class is: 201. Product: [CH:1]1([O:7][CH2:8][C@H:9]2[CH2:14][C@H:13]([C:15]3[O:19][NH:18][C:17](=[O:20])[CH:16]=3)[CH2:12][CH2:11][NH:10]2)[CH2:6][CH2:5][CH2:4][CH2:3][CH2:2]1. Reactant: [CH:1]1([O:7][CH2:8][C@H:9]2[CH2:14][C@H:13]([C:15]3[O:19][NH:18][C:17](=[O:20])[CH:16]=3)[CH2:12][CH2:11][N:10]2C(OC)=O)[CH2:6][CH2:5][CH2:4][CH2:3][CH2:2]1.C(O)(=O)C. (5) Product: [CH3:1][C:2]1[CH:7]=[C:6]([O:8][CH2:9][CH2:10][CH3:11])[CH:5]=[CH:4][C:3]=1[NH2:12]. Reactant: [CH3:1][C:2]1[CH:7]=[C:6]([O:8][CH2:9][CH2:10][CH3:11])[CH:5]=[CH:4][C:3]=1[N+:12]([O-])=O.CO. The catalyst class is: 99. (6) Reactant: [F:1][C:2]1[CH:7]=[CH:6][CH:5]=[CH:4][C:3]=1[N:8]1[C:16]2[C:11](=[C:12]([N:17]3[CH2:21][CH2:20][NH:19][C:18]3=[O:22])[CH:13]=[CH:14][CH:15]=2)[CH:10]=[N:9]1.CN[C@@H]1CCCC[C@H]1NC.Br[C:34]1[N:39]=[CH:38][C:37]([CH3:40])=[CH:36][N:35]=1.[O-]P([O-])([O-])=O.[K+].[K+].[K+]. Product: [F:1][C:2]1[CH:7]=[CH:6][CH:5]=[CH:4][C:3]=1[N:8]1[C:16]2[C:11](=[C:12]([N:17]3[CH2:21][CH2:20][N:19]([C:34]4[N:39]=[CH:38][C:37]([CH3:40])=[CH:36][N:35]=4)[C:18]3=[O:22])[CH:13]=[CH:14][CH:15]=2)[CH:10]=[N:9]1. The catalyst class is: 12. (7) Reactant: [Br:1][C:2]1[CH:7]=[C:6]([CH3:8])[CH:5]=[C:4]([O:9][CH3:10])[C:3]=1O.[C:12]([O-:15])([O-])=O.[K+].[K+].I[CH2:19][CH2:20][CH2:21][CH2:22][CH2:23][CH2:24][CH2:25]C. Product: [Br:1][C:2]1[CH:7]=[C:6]([CH3:8])[C:5]([O:15][CH2:12][CH2:19][CH2:20][CH2:21][CH2:22][CH2:23][CH2:24][CH3:25])=[C:4]([O:9][CH3:10])[CH:3]=1. The catalyst class is: 10.